This data is from Catalyst prediction with 721,799 reactions and 888 catalyst types from USPTO. The task is: Predict which catalyst facilitates the given reaction. (1) Reactant: Br[C:2]1[CH:7]=[CH:6][C:5]([CH:8]2[CH2:13][CH2:12][N:11]([C:14]([C:16]3[CH:17]=[CH:18][C:19]([CH3:27])=[C:20]([NH:22][S:23]([CH3:26])(=[O:25])=[O:24])[CH:21]=3)=[O:15])[CH2:10][CH2:9]2)=[CH:4][CH:3]=1.C([Sn](CCCC)(CCCC)[C:33]1[S:34][CH:35]=[CH:36][N:37]=1)CCC. Product: [CH3:27][C:19]1[CH:18]=[CH:17][C:16]([C:14]([N:11]2[CH2:12][CH2:13][CH:8]([C:5]3[CH:6]=[CH:7][C:2]([C:33]4[S:34][CH:35]=[CH:36][N:37]=4)=[CH:3][CH:4]=3)[CH2:9][CH2:10]2)=[O:15])=[CH:21][C:20]=1[NH:22][S:23]([CH3:26])(=[O:25])=[O:24]. The catalyst class is: 741. (2) Product: [CH2:23]([N:30]1[CH:34]=[C:33]([C:35]([O:37][CH2:38][CH3:39])=[O:36])[C:32]([O:40][CH2:2][C:3]2[CH:22]=[CH:21][CH:20]=[C:5]([O:6][CH2:7][C:8]3[N:9]=[C:10]([C:14]4[CH:19]=[CH:18][CH:17]=[CH:16][CH:15]=4)[O:11][C:12]=3[CH3:13])[CH:4]=2)=[N:31]1)[C:24]1[CH:25]=[CH:26][CH:27]=[CH:28][CH:29]=1. Reactant: Cl[CH2:2][C:3]1[CH:4]=[C:5]([CH:20]=[CH:21][CH:22]=1)[O:6][CH2:7][C:8]1[N:9]=[C:10]([C:14]2[CH:19]=[CH:18][CH:17]=[CH:16][CH:15]=2)[O:11][C:12]=1[CH3:13].[CH2:23]([N:30]1[CH:34]=[C:33]([C:35]([O:37][CH2:38][CH3:39])=[O:36])[C:32]([OH:40])=[N:31]1)[C:24]1[CH:29]=[CH:28][CH:27]=[CH:26][CH:25]=1.C(=O)([O-])[O-].[K+].[K+].CN(C)C=O. The catalyst class is: 6. (3) Reactant: FC(F)(F)CC(=O)[S:5][C:6]1[CH:11]=[CH:10][C:9]([NH:12][C:13](=[O:19])[CH2:14][C:15]([F:18])([F:17])[F:16])=[CH:8][CH:7]=1.CCO.Cl. Product: [F:18][C:15]([F:16])([F:17])[CH2:14][C:13]([NH:12][C:9]1[CH:10]=[CH:11][C:6]([SH:5])=[CH:7][CH:8]=1)=[O:19]. The catalyst class is: 6. (4) Reactant: [C:1]([C:4]1[CH:5]=[C:6]([CH:11]=[C:12]([C:14](=[O:22])[N:15]([CH2:19][CH2:20][CH3:21])[CH2:16][CH2:17][CH3:18])[CH:13]=1)[C:7]([O:9]C)=[O:8])(=[O:3])[CH3:2].CO.O.[Li+].[OH-]. Product: [C:1]([C:4]1[CH:5]=[C:6]([CH:11]=[C:12]([C:14](=[O:22])[N:15]([CH2:19][CH2:20][CH3:21])[CH2:16][CH2:17][CH3:18])[CH:13]=1)[C:7]([OH:9])=[O:8])(=[O:3])[CH3:2]. The catalyst class is: 1. (5) Reactant: [OH:1][CH2:2][C:3]([CH2:12][OH:13])([C:9](=[O:11])[CH3:10])[C:4]([O:6][CH2:7][CH3:8])=[O:5].[CH2:14]=O. Product: [C:9]([C:3]1([C:4]([O:6][CH2:7][CH3:8])=[O:5])[CH2:12][O:13][CH2:14][O:1][CH2:2]1)(=[O:11])[CH3:10]. The catalyst class is: 33. (6) Reactant: [N:1]([C@@:4]1(/[CH:32]=[CH:33]/[P:34](=[O:41])([O:38][CH2:39][CH3:40])[O:35][CH2:36][CH3:37])[C@@H:11]2[C@@H:7]([O:8]C(C)(C)[O:10]2)[C@H:6]([N:14]2[CH:22]=[N:21][C:20]3[C:15]2=[N:16][CH:17]=[N:18][C:19]=3[NH:23][C:24](=[O:31])[C:25]2[CH:30]=[CH:29][CH:28]=[CH:27][CH:26]=2)[O:5]1)=[N+:2]=[N-:3]. Product: [N:1]([C@@:4]1(/[CH:32]=[CH:33]/[P:34](=[O:41])([O:38][CH2:39][CH3:40])[O:35][CH2:36][CH3:37])[C@@H:11]([OH:10])[C@@H:7]([OH:8])[C@H:6]([N:14]2[CH:22]=[N:21][C:20]3[C:15]2=[N:16][CH:17]=[N:18][C:19]=3[NH:23][C:24](=[O:31])[C:25]2[CH:26]=[CH:27][CH:28]=[CH:29][CH:30]=2)[O:5]1)=[N+:2]=[N-:3]. The catalyst class is: 484. (7) Reactant: C(OC([NH:8][C@@H:9]([CH2:40][CH:41]([CH3:43])[CH3:42])[C:10]([O:12][C@@H:13]1[CH2:29][C@@H:28]2[C@@:16]([CH3:39])([C@@H:17]3[C@@H:25]([CH2:26][CH2:27]2)[C@:24]2(O)[C@@:20]([CH3:38])([C@@H:21]([C:31]4[CH:32]=[CH:33][C:34](=[O:37])[O:35][CH:36]=4)[CH2:22][CH2:23]2)[CH2:19][CH2:18]3)[CH2:15][CH2:14]1)=[O:11])=O)(C)(C)C.Cl. Product: [NH2:8][C@@H:9]([CH2:40][CH:41]([CH3:43])[CH3:42])[C:10]([O:12][C@@H:13]1[CH2:29][C@@H:28]2[C@@:16]([CH3:39])([C@@H:17]3[C@@H:25]([CH2:26][CH2:27]2)[C:24]2[C@@:20]([CH3:38])([C@@H:21]([C:31]4[CH:32]=[CH:33][C:34](=[O:37])[O:35][CH:36]=4)[CH2:22][CH:23]=2)[CH2:19][CH2:18]3)[CH2:15][CH2:14]1)=[O:11]. The catalyst class is: 25. (8) Reactant: [CH3:1][C:2]1[N:6]([CH2:7][CH:8]2[C:13](=[O:14])[C:12]3[C:15]4[C:20]([N:21]([CH3:22])[C:11]=3[CH2:10][CH2:9]2)=[CH:19][CH:18]=[CH:17][CH:16]=4)[CH:5]=[CH:4][N:3]=1.O.O.Cl.[OH-].[Na+].O. Product: [CH3:1][C:2]1[N:6]([CH2:7][CH:8]2[C:13](=[O:14])[C:12]3[C:15]4[CH:16]=[CH:17][CH:18]=[CH:19][C:20]=4[N:21]([CH3:22])[C:11]=3[CH2:10][CH2:9]2)[CH:5]=[CH:4][N:3]=1. The catalyst class is: 8.